Predict the reactants needed to synthesize the given product. From a dataset of Full USPTO retrosynthesis dataset with 1.9M reactions from patents (1976-2016). Given the product [F:1][C:2]([F:7])([F:6])[C:3]([OH:5])=[O:4].[Cl:27][C:26]1[CH:25]=[N:24][C:23]2[NH:8][C:9]3[CH:31]=[CH:30][CH:29]=[C:11]([CH:10]=3)[CH2:12][S:13][C:14]3[CH:15]=[C:16]([NH:20][C:21]=1[N:22]=2)[CH:17]=[CH:18][CH:19]=3, predict the reactants needed to synthesize it. The reactants are: [F:1][C:2]([F:7])([F:6])[C:3]([OH:5])=[O:4].[NH2:8][C:9]1[CH:10]=[C:11]([CH:29]=[CH:30][CH:31]=1)[CH2:12][S:13][C:14]1[CH:15]=[C:16]([NH:20][C:21]2[C:26]([Cl:27])=[CH:25][N:24]=[C:23](Cl)[N:22]=2)[CH:17]=[CH:18][CH:19]=1.Cl.